Dataset: Forward reaction prediction with 1.9M reactions from USPTO patents (1976-2016). Task: Predict the product of the given reaction. (1) Given the reactants [N+:1]([C:4]1[CH:5]=[CH:6][C:7]([NH:10][C:11]2[CH:16]=[CH:15][CH:14]=[C:13]([NH2:17])[N:12]=2)=[N:8][CH:9]=1)([O-])=O.C(=O)=O, predict the reaction product. The product is: [NH2:1][C:4]1[CH:5]=[CH:6][C:7]([NH:10][C:11]2[CH:16]=[CH:15][CH:14]=[C:13]([NH2:17])[N:12]=2)=[N:8][CH:9]=1. (2) Given the reactants [CH3:1][O:2][C:3](=[O:33])[CH2:4][O:5][C:6]1[CH:15]=[CH:14][C:13]([Cl:16])=[C:12]2[C:7]=1[C:8](=[O:32])[C:9]([CH2:20][C:21]1[CH:26]=[CH:25][C:24]([N:27]3[CH:31]=[CH:30][CH:29]=[N:28]3)=[CH:23][CH:22]=1)=[C:10]([CH:17]([CH3:19])[CH3:18])[NH:11]2.Cl[CH:35]([F:37])[F:36], predict the reaction product. The product is: [CH3:1][O:2][C:3](=[O:33])[CH2:4][O:5][C:6]1[CH:15]=[CH:14][C:13]([Cl:16])=[C:12]2[C:7]=1[C:8]([O:32][CH:35]([F:37])[F:36])=[C:9]([CH2:20][C:21]1[CH:26]=[CH:25][C:24]([N:27]3[CH:31]=[CH:30][CH:29]=[N:28]3)=[CH:23][CH:22]=1)[C:10]([CH:17]([CH3:19])[CH3:18])=[N:11]2. (3) Given the reactants [Cl:1][C:2]1[CH:7]=[CH:6][CH:5]=[CH:4][C:3]=1[C:8]1[C:17]([CH:18]=[O:19])=[CH:16][C:15]2[C:10](=[C:11]([Cl:20])[CH:12]=[CH:13][CH:14]=2)[N:9]=1.[BH4-].[Na+], predict the reaction product. The product is: [Cl:1][C:2]1[CH:7]=[CH:6][CH:5]=[CH:4][C:3]=1[C:8]1[C:17]([CH2:18][OH:19])=[CH:16][C:15]2[C:10](=[C:11]([Cl:20])[CH:12]=[CH:13][CH:14]=2)[N:9]=1.